Predict the product of the given reaction. From a dataset of Forward reaction prediction with 1.9M reactions from USPTO patents (1976-2016). (1) The product is: [CH3:15][C:12]1[N:11]2[C:5]3[CH:4]=[CH:3][C:2]([C:34]4[CH:35]=[N:36][NH:37][CH:38]=4)=[CH:25][C:6]=3[N:7]([C:17]3[CH:18]=[CH:19][C:20]([C:21]#[N:22])=[CH:23][CH:24]=3)[CH2:8][C@@H:9]([CH3:16])[C:10]2=[N:14][N:13]=1. Given the reactants Br[C:2]1[CH:3]=[CH:4][C:5]2[N:11]3[C:12]([CH3:15])=[N:13][N:14]=[C:10]3[C@H:9]([CH3:16])[CH2:8][N:7]([C:17]3[CH:24]=[CH:23][C:20]([C:21]#[N:22])=[CH:19][CH:18]=3)[C:6]=2[CH:25]=1.CC1(C)C(C)(C)OB([C:34]2[CH:35]=[N:36][NH:37][CH:38]=2)O1.C(=O)([O-])[O-].[Cs+].[Cs+], predict the reaction product. (2) Given the reactants [C:1]([O:5][C:6]([NH:8][CH2:9][C@H:10]1[CH2:15][CH2:14][C@H:13]([C:16]([NH:18][C@@H:19]([CH2:23][C:24]2[CH:29]=[CH:28][C:27]([C:30]3[CH:35]=[CH:34][C:33]([C:36](=[O:51])[NH:37][CH:38]4[CH2:43][CH2:42][N:41]([C:44]([O:46][C:47]([CH3:50])([CH3:49])[CH3:48])=[O:45])[CH2:40][CH2:39]4)=[CH:32][C:31]=3[CH3:52])=[CH:26][CH:25]=2)[C:20](O)=[O:21])=[O:17])[CH2:12][CH2:11]1)=[O:7])([CH3:4])([CH3:3])[CH3:2].[CH3:53][C:54]1[NH:58][C:57]([C:59]2[CH:65]=[CH:64][C:62]([NH2:63])=[CH:61][CH:60]=2)=[N:56][N:55]=1.C(N(CC)C(C)C)(C)C.F[P-](F)(F)(F)(F)F.CN(C(ON1C2=NC=CC=C2N=N1)=[N+](C)C)C, predict the reaction product. The product is: [C:1]([O:5][C:6]([NH:8][CH2:9][C@H:10]1[CH2:15][CH2:14][C@H:13]([C:16]([NH:18][C@H:19]([C:20]([NH:63][C:62]2[CH:61]=[CH:60][C:59]([C:57]3[NH:58][C:54]([CH3:53])=[N:55][N:56]=3)=[CH:65][CH:64]=2)=[O:21])[CH2:23][C:24]2[CH:25]=[CH:26][C:27]([C:30]3[CH:35]=[CH:34][C:33]([C:36]([NH:37][CH:38]4[CH2:43][CH2:42][N:41]([C:44]([O:46][C:47]([CH3:49])([CH3:48])[CH3:50])=[O:45])[CH2:40][CH2:39]4)=[O:51])=[CH:32][C:31]=3[CH3:52])=[CH:28][CH:29]=2)=[O:17])[CH2:12][CH2:11]1)=[O:7])([CH3:2])([CH3:4])[CH3:3].